This data is from Forward reaction prediction with 1.9M reactions from USPTO patents (1976-2016). The task is: Predict the product of the given reaction. Given the reactants [H-].[Na+].[C:3]([O:9][CH2:10][CH3:11])(=[O:8])[CH2:4][C:5]([O-:7])=[O:6].[Br:12][C:13]1[CH:14]=[C:15]([N+:20]([O-:22])=[O:21])[C:16](Cl)=[N:17][CH:18]=1.[CH3:23][C:24](O)=O, predict the reaction product. The product is: [CH2:10]([O:9][C:3](=[O:8])[CH:4]([C:16]1[C:15]([N+:20]([O-:22])=[O:21])=[CH:14][C:13]([Br:12])=[CH:18][N:17]=1)[C:5]([O:7][CH2:23][CH3:24])=[O:6])[CH3:11].